This data is from Full USPTO retrosynthesis dataset with 1.9M reactions from patents (1976-2016). The task is: Predict the reactants needed to synthesize the given product. (1) Given the product [C:1]1([CH2:7][O:8][C:9]2[CH:14]=[CH:13][C:12]([CH2:15][Br:22])=[C:11]([C:17]([F:20])([F:19])[F:18])[CH:10]=2)[CH:6]=[CH:5][CH:4]=[CH:3][CH:2]=1, predict the reactants needed to synthesize it. The reactants are: [C:1]1([CH2:7][O:8][C:9]2[CH:14]=[CH:13][C:12]([CH2:15]O)=[C:11]([C:17]([F:20])([F:19])[F:18])[CH:10]=2)[CH:6]=[CH:5][CH:4]=[CH:3][CH:2]=1.P(Br)(Br)[Br:22].C(=O)([O-])O.[Na+]. (2) Given the product [Cl:11][C:4]1[N:3]=[C:2]([C:12]#[N:13])[C:7]([N+:8]([O-:10])=[O:9])=[CH:6][CH:5]=1, predict the reactants needed to synthesize it. The reactants are: Cl[C:2]1[C:7]([N+:8]([O-:10])=[O:9])=[CH:6][CH:5]=[C:4]([Cl:11])[N:3]=1.[CH3:12][N:13]1CCCC1=O. (3) The reactants are: Cl.CCOCC.[O:7]1[C:11]2[CH:12]=[CH:13][C:14]([C:16]3([C:19]([NH:21][C:22]4[S:23][C:24]([CH:27]([C:34]5[CH:39]=[CH:38][CH:37]=[CH:36][C:35]=5[Cl:40])[N:28]5[CH2:32][CH2:31][C@@H:30]([OH:33])[CH2:29]5)=[CH:25][N:26]=4)=[O:20])[CH2:18][CH2:17]3)=[CH:15][C:10]=2[O:9][CH2:8]1. Given the product [ClH:40].[O:7]1[C:11]2[CH:12]=[CH:13][C:14]([C:16]3([C:19]([NH:21][C:22]4[S:23][C:24]([CH:27]([C:34]5[CH:39]=[CH:38][CH:37]=[CH:36][C:35]=5[Cl:40])[N:28]5[CH2:32][CH2:31][C@@H:30]([OH:33])[CH2:29]5)=[CH:25][N:26]=4)=[O:20])[CH2:18][CH2:17]3)=[CH:15][C:10]=2[O:9][CH2:8]1, predict the reactants needed to synthesize it. (4) The reactants are: [NH:1]1[C:9]2[C:4](=[CH:5][CH:6]=[CH:7][CH:8]=2)[CH2:3][CH2:2]1.C[Al](C)C.[N:14]1([C:20]2[N:21]=[C:22]([CH2:33][C:34](OCC)=[O:35])[N:23]([C:27]3[CH:32]=[CH:31][CH:30]=[CH:29][CH:28]=3)[C:24](=[O:26])[CH:25]=2)[CH2:19][CH2:18][O:17][CH2:16][CH2:15]1. Given the product [N:1]1([C:34](=[O:35])[CH2:33][C:22]2[N:23]([C:27]3[CH:28]=[CH:29][CH:30]=[CH:31][CH:32]=3)[C:24](=[O:26])[CH:25]=[C:20]([N:14]3[CH2:15][CH2:16][O:17][CH2:18][CH2:19]3)[N:21]=2)[C:9]2[C:4](=[CH:5][CH:6]=[CH:7][CH:8]=2)[CH2:3][CH2:2]1, predict the reactants needed to synthesize it. (5) Given the product [CH:1]1([C:4]2[N:5]=[C:6]3[CH:11]=[CH:10][C:9]([NH:12][C:30](=[O:31])[C:27]4[CH:28]=[CH:29][C:24]([C:21]5[CH:20]=[CH:19][C:18]([CH3:17])=[CH:23][N:22]=5)=[CH:25][CH:26]=4)=[CH:8][N:7]3[C:15]=2[CH3:16])[CH2:3][CH2:2]1, predict the reactants needed to synthesize it. The reactants are: [CH:1]1([C:4]2[N:5]=[C:6]3[CH:11]=[CH:10][C:9]([N+:12]([O-])=O)=[CH:8][N:7]3[C:15]=2[CH3:16])[CH2:3][CH2:2]1.[CH3:17][C:18]1[CH:19]=[CH:20][C:21]([C:24]2[CH:29]=[CH:28][C:27]([C:30](O)=[O:31])=[CH:26][CH:25]=2)=[N:22][CH:23]=1. (6) Given the product [CH2:1]([N:8]1[C@H:12]2[CH2:13][S:14][C:15](=[O:16])[C@@H:11]2[N:10]([CH2:18][C:19]2[CH:24]=[CH:23][CH:22]=[CH:21][CH:20]=2)[C:9]1=[O:25])[C:2]1[CH:3]=[CH:4][CH:5]=[CH:6][CH:7]=1, predict the reactants needed to synthesize it. The reactants are: [CH2:1]([N:8]1[C@@H:12]([CH2:13][SH:14])[C@H:11]([C:15](O)=[O:16])[N:10]([CH2:18][C:19]2[CH:24]=[CH:23][CH:22]=[CH:21][CH:20]=2)[C:9]1=[O:25])[C:2]1[CH:7]=[CH:6][CH:5]=[CH:4][CH:3]=1.N1C=CC=CC=1.C1(N=C=NC2CCCCC2)CCCCC1.C(OCC)(=O)C. (7) Given the product [NH2:8][C@H:9]1[CH2:13][CH2:12][C@H:11]([C:14]([OH:17])([CH3:16])[CH3:15])[CH2:10]1, predict the reactants needed to synthesize it. The reactants are: C([N:8](CC1C=CC=CC=1)[C@H:9]1[CH2:13][CH2:12][C@H:11]([C:14]([OH:17])([CH3:16])[CH3:15])[CH2:10]1)C1C=CC=CC=1.CC(=O)OCC. (8) The reactants are: CC(C)([O-])C.[Na+].[CH2:7]([O:9][C:10](=[O:21])[CH:11]([NH:17][C:18](=[O:20])[CH3:19])[C:12]([O:14][CH2:15][CH3:16])=[O:13])[CH3:8].CN(C=O)C.Br[CH2:28][C:29]1[CH:34]=[CH:33][C:32]([C:35]2[S:36][C:37]3[C:42]([N:43]=2)=[CH:41][CH:40]=[C:39]([C:44]2([C:47]4[CH:52]=[CH:51][CH:50]=[CH:49][CH:48]=4)[CH2:46][CH2:45]2)[N:38]=3)=[C:31]([F:53])[CH:30]=1. Given the product [C:18]([NH:17][C:11]([CH2:28][C:29]1[CH:34]=[CH:33][C:32]([C:35]2[S:36][C:37]3[C:42]([N:43]=2)=[CH:41][CH:40]=[C:39]([C:44]2([C:47]4[CH:48]=[CH:49][CH:50]=[CH:51][CH:52]=4)[CH2:45][CH2:46]2)[N:38]=3)=[C:31]([F:53])[CH:30]=1)([C:10]([O:9][CH2:7][CH3:8])=[O:21])[C:12]([O:14][CH2:15][CH3:16])=[O:13])(=[O:20])[CH3:19], predict the reactants needed to synthesize it. (9) Given the product [NH:9]1[C:10]2[C:6](=[CH:5][CH:4]=[CH:3][C:2]=2[NH:1][S:12]([CH3:11])(=[O:14])=[O:13])[CH:7]=[CH:8]1, predict the reactants needed to synthesize it. The reactants are: [NH2:1][C:2]1[CH:3]=[CH:4][CH:5]=[C:6]2[C:10]=1[NH:9][CH:8]=[CH:7]2.[CH3:11][S:12](Cl)(=[O:14])=[O:13].N1C=CC=CC=1. (10) Given the product [N+:16]([C:19]1[CH:20]=[CH:21][C:22]([CH2:25][CH2:26][N:27]2[C:33]3[CH2:32][CH2:31][CH2:30][CH2:29][C:28]=3[C:39](=[O:40])[NH:38][C:36]2=[O:37])=[CH:23][CH:24]=1)([O-:18])=[O:17], predict the reactants needed to synthesize it. The reactants are: C12(CS(O)(=O)=O)C(C)(C)C(CC1)CC2=O.[N+:16]([C:19]1[CH:24]=[CH:23][C:22]([CH2:25][CH2:26][NH2:27])=[CH:21][CH:20]=1)([O-:18])=[O:17].[C:28]1(=O)[CH2:33][CH2:32][CH2:31][CH2:30][CH2:29]1.Cl[C:36]([N:38]=[C:39]=[O:40])=[O:37].